Task: Predict which catalyst facilitates the given reaction.. Dataset: Catalyst prediction with 721,799 reactions and 888 catalyst types from USPTO (1) Reactant: [CH2:1]([O:3][C:4]([C:6]1[C:15](=[O:16])[C:14]2[C:9](=[C:10]([CH2:18][O:19]C(=O)C)[CH:11]=[C:12]([I:17])[CH:13]=2)[NH:8][CH:7]=1)=[O:5])[CH3:2].[O-]CC.[Na+]. Product: [CH2:1]([O:3][C:4]([C:6]1[C:15](=[O:16])[C:14]2[C:9](=[C:10]([CH2:18][OH:19])[CH:11]=[C:12]([I:17])[CH:13]=2)[NH:8][CH:7]=1)=[O:5])[CH3:2]. The catalyst class is: 8. (2) Reactant: [CH2:1]([C@H:8]1[CH2:12][O:11][C:10](=[O:13])[N:9]1[C:14](=[O:33])[CH2:15][C@@H:16]([C:22]1[CH:27]=[CH:26][C:25]([O:28][CH2:29][CH:30](Br)[CH3:31])=[CH:24][CH:23]=1)[C:17]1[CH:21]=[CH:20][O:19][N:18]=1)[C:2]1[CH:7]=[CH:6][CH:5]=[CH:4][CH:3]=1.C(=O)([O-])[O-].[Cs+].[Cs+].[F:40][C:41]([F:50])([F:49])[C:42]1[CH:47]=[CH:46][C:45]([OH:48])=[CH:44][CH:43]=1. Product: [CH2:1]([C@H:8]1[CH2:12][O:11][C:10](=[O:13])[N:9]1[C:14](=[O:33])[CH2:15][C@H:16]([C:17]1[CH:21]=[CH:20][O:19][N:18]=1)[C:22]1[CH:27]=[CH:26][C:25]([O:28][CH2:29][CH:30]([O:48][C:45]2[CH:46]=[CH:47][C:42]([C:41]([F:40])([F:49])[F:50])=[CH:43][CH:44]=2)[CH3:31])=[CH:24][CH:23]=1)[C:2]1[CH:7]=[CH:6][CH:5]=[CH:4][CH:3]=1. The catalyst class is: 18. (3) Reactant: [CH:1]1([CH2:5][NH:6][C:7]([C:9]2[C:10]([C:16]([F:19])([F:18])[F:17])=[N:11][C:12](Cl)=[N:13][CH:14]=2)=[O:8])[CH2:4][CH2:3][CH2:2]1.[F:20][C:21]1[C:27]([C:28]([F:31])([F:30])[F:29])=[CH:26][CH:25]=[CH:24][C:22]=1[NH2:23]. Product: [CH:1]1([CH2:5][NH:6][C:7]([C:9]2[C:10]([C:16]([F:19])([F:18])[F:17])=[N:11][C:12]([NH:23][C:22]3[CH:24]=[CH:25][CH:26]=[C:27]([C:28]([F:29])([F:30])[F:31])[C:21]=3[F:20])=[N:13][CH:14]=2)=[O:8])[CH2:4][CH2:3][CH2:2]1. The catalyst class is: 4. (4) Reactant: [CH:1]1[C:6]([CH2:7][C@H:8]([NH2:12])[C:9]([OH:11])=[O:10])=[CH:5][CH:4]=[C:3]([N:13]([CH2:17][CH2:18][Cl:19])[CH2:14][CH2:15][Cl:16])[CH:2]=1.C(=O)([O-])[O-].[Na+].[Na+].[C:26](OC(=O)C)(=[O:28])[CH3:27].C(O)(=O)CC(CC(O)=O)(C(O)=O)O. Product: [CH3:27][C:26]([NH:12][CH:8]([C:9]([OH:11])=[O:10])[CH2:7][C:6]1[CH:5]=[CH:4][C:3]([N:13]([CH2:14][CH2:15][Cl:16])[CH2:17][CH2:18][Cl:19])=[CH:2][CH:1]=1)=[O:28]. The catalyst class is: 127. (5) Reactant: [CH3:1][O:2][C:3]([C:5]1[N:6]([CH:10]2[C:19]3[C:14](=[CH:15][CH:16]=[CH:17][CH:18]=3)[C:13](=[O:20])[NH:12][C:11]2([CH3:22])[CH3:21])[CH:7]=[N:8][CH:9]=1)=[O:4].[H-].[Na+].[CH2:25](I)[CH3:26]. Product: [CH3:1][O:2][C:3]([C:5]1[N:6]([CH:10]2[C:19]3[C:14](=[CH:15][CH:16]=[CH:17][CH:18]=3)[C:13](=[O:20])[N:12]([CH2:25][CH3:26])[C:11]2([CH3:22])[CH3:21])[CH:7]=[N:8][CH:9]=1)=[O:4]. The catalyst class is: 3. (6) Reactant: [CH3:1][C:2]1[N:3]=[CH:4][N:5]([C:7]2[CH:12]=[CH:11][CH:10]=[C:9]([N+:13]([O-])=O)[CH:8]=2)[CH:6]=1. Product: [CH3:1][C:2]1[N:3]=[CH:4][N:5]([C:7]2[CH:8]=[C:9]([CH:10]=[CH:11][CH:12]=2)[NH2:13])[CH:6]=1. The catalyst class is: 19.